From a dataset of Peptide-MHC class II binding affinity with 134,281 pairs from IEDB. Regression. Given a peptide amino acid sequence and an MHC pseudo amino acid sequence, predict their binding affinity value. This is MHC class II binding data. (1) The peptide sequence is GTKGEAKDVIPEGWK. The MHC is HLA-DQA10102-DQB10602 with pseudo-sequence HLA-DQA10102-DQB10602. The binding affinity (normalized) is 0.0530. (2) The MHC is DRB1_1302 with pseudo-sequence DRB1_1302. The peptide sequence is RSRPRRTTRRMDRRT. The binding affinity (normalized) is 0.358. (3) The peptide sequence is QQIKFAALSARAVAL. The MHC is HLA-DPA10301-DPB10402 with pseudo-sequence HLA-DPA10301-DPB10402. The binding affinity (normalized) is 0.616.